This data is from Full USPTO retrosynthesis dataset with 1.9M reactions from patents (1976-2016). The task is: Predict the reactants needed to synthesize the given product. Given the product [C:1]([O:5][C:6]([NH:7][CH2:8][C:9]1[CH:40]=[CH:39][C:12]2[N:13]([CH2:34][CH2:35][CH2:36][CH2:37][O:38][C:51](=[O:53])[CH3:52])[C:14]([CH2:16][N:17]3[C:26]4[C:21](=[CH:22][CH:23]=[CH:24][CH:25]=4)[C:20](=[O:27])[N:19]([CH2:28][C:29]([F:31])([F:30])[F:32])[C:18]3=[O:33])=[N:15][C:11]=2[CH:10]=1)=[O:41])([CH3:4])([CH3:2])[CH3:3], predict the reactants needed to synthesize it. The reactants are: [C:1]([O:5][C:6](=[O:41])[NH:7][CH2:8][C:9]1[CH:40]=[CH:39][C:12]2[N:13]([CH2:34][CH2:35][CH2:36][CH2:37][OH:38])[C:14]([CH2:16][N:17]3[C:26]4[C:21](=[CH:22][CH:23]=[CH:24][CH:25]=4)[C:20](=[O:27])[N:19]([CH2:28][C:29]([F:32])([F:31])[F:30])[C:18]3=[O:33])=[N:15][C:11]=2[CH:10]=1)([CH3:4])([CH3:3])[CH3:2].CCN(C(C)C)C(C)C.[C:51](Cl)(=[O:53])[CH3:52].